This data is from Experimentally validated miRNA-target interactions with 360,000+ pairs, plus equal number of negative samples. The task is: Binary Classification. Given a miRNA mature sequence and a target amino acid sequence, predict their likelihood of interaction. (1) The miRNA is hsa-miR-4651 with sequence CGGGGUGGGUGAGGUCGGGC. The protein sequence of the target gene is MAQGQRKFQAHKPAKSKTAAAASEKNRGPRKGGRVIAPKKARVVQQQKLKKNLEVGIRKKIEHDVVMKASSSLPKKLALLKAPAKKKGAAAATSSKTPS. Result: 1 (interaction). (2) The miRNA is mmu-miR-3098-5p with sequence UCCUAACAGCAGGAGUAGGAGC. The protein sequence of the target gene is MKALSPVRGCYEAVCCLSERSLAIARGRGKGPAAEEPLSLLDDMNHCYSRLRELVPGVPRGTQLSQVEILQRVIDYILDLQVVLAEPAPGPPDGPHLPIQTAELTPELVISNDKRSFCH. Result: 0 (no interaction). (3) The miRNA is hsa-miR-4277 with sequence GCAGUUCUGAGCACAGUACAC. The protein sequence of the target gene is MEDAAAPGRTEGVLERQGAPPAAGQGGALVELTPTPGGLALVSPYHTHRAGDPLDLVALAEQVQKADEFIRANATNKLTVIAEQIQHLQEQARKVLEDAHRDANLHHVACNIVKKPGNIYYLYKRESGQQYFSIISPKEWGTSCPHDFLGAYKLQHDLSWTPYEDIEKQDAKISMMDTLLSQSVALPPCTEPNFQGLTH. Result: 1 (interaction). (4) The miRNA is mmu-miR-133b-3p with sequence UUUGGUCCCCUUCAACCAGCUA. The protein sequence of the target gene is MAQLGKLLKEQKYDRQLRLWGDHGQEALESAHVCLINATATGTEILKNLVLPGIGSFTIIDGNQVSGEDAGNNFFLQRSSIGKNRAEAAMEFLQELNSDVSGSFVEESPENLLDNDPSFFCRFTVVVATQLPESTSLRLADVLWNSQIPLLICRTYGLVGYMRIIIKEHPVIESHPDNALEDLRLDKPFPELREHFQSYDLDHMEKKDHSHTPWIVIIAKYLAQWYSETNGRIPKTYKEKEDFRDLIRQGILKNENGAPEDEENFEEAIKNVNTALNTTQIPSSIEDIFNDDRCINITKQ.... Result: 0 (no interaction). (5) The miRNA is hsa-miR-20a-5p with sequence UAAAGUGCUUAUAGUGCAGGUAG. The protein sequence of the target gene is MGCCYSSENEDSDQDREERKLLLDPSSPPTKALNGAEPNYHSLPSARTDEQALLSSILAKTASNIIDVSAADSQGMEQHEYMDRARQYSTRLAVLSSSLTHWKKLPPLPSLTSQPHQVLASEPIPFSDLQQVSRIAAYAYSALSQIRVDAKEELVVQFGIP. Result: 1 (interaction). (6) The miRNA is hsa-miR-4316 with sequence GGUGAGGCUAGCUGGUG. The protein sequence of the target gene is MAAFSKYLTARNTSLAGAAFLLLCLLHKRRRALGLHGKKSGKPPLQNNEKEGKKERAVVDKVFLSRLSQILKIMVPRTFCKETGYLLLIAVMLVSRTYCDVWMIQNGTLIESGIIGRSSKDFKRYLFNFIAAMPLISLVNNFLKYGLNELKLCFRVRLTRYLYEEYLQAFTYYKMGNLDNRIANPDQLLTQDVEKFCNSVVDLYSNLSKPFLDIVLYIFKLTSAIGAQGPASMMAYLLVSGLFLTRLRRPIGKMTIMEQKYEGEYRYVNSRLITNSEEIAFYNGNKREKQTIHSVFRKLV.... Result: 0 (no interaction).